Dataset: Catalyst prediction with 721,799 reactions and 888 catalyst types from USPTO. Task: Predict which catalyst facilitates the given reaction. (1) Reactant: [NH2:1][C:2]1[C:11]2[C:6](=[CH:7][CH:8]=[CH:9][CH:10]=2)[CH:5]=[CH:4][C:3]=1[NH:12][C:13]1[CH:18]=[CH:17][C:16]([NH:19][C:20](=[O:26])[O:21][C:22]([CH3:25])([CH3:24])[CH3:23])=[CH:15][CH:14]=1.C(=O)([O-])O.[Na+].Cl[C:33]([CH2:35][C:36]([O:38][CH2:39][CH3:40])=[O:37])=[O:34].O. Product: [C:22]([O:21][C:20]([NH:19][C:16]1[CH:17]=[CH:18][C:13]([NH:12][C:3]2[CH:4]=[CH:5][C:6]3[C:11](=[CH:10][CH:9]=[CH:8][CH:7]=3)[C:2]=2[NH:1][C:33](=[O:34])[CH2:35][C:36]([O:38][CH2:39][CH3:40])=[O:37])=[CH:14][CH:15]=1)=[O:26])([CH3:23])([CH3:25])[CH3:24]. The catalyst class is: 22. (2) The catalyst class is: 1. Reactant: [CH:1]([N:4]1[C:12]2[CH:11]=[C:10]([C:13]3[CH:14]=[N:15][NH:16][CH:17]=3)[CH:9]=[C:8]([C:18]([O:20]C)=[O:19])[C:7]=2[CH:6]=[N:5]1)([CH3:3])[CH3:2].O.O[Li].O. Product: [CH:1]([N:4]1[C:12]2[CH:11]=[C:10]([C:13]3[CH:14]=[N:15][NH:16][CH:17]=3)[CH:9]=[C:8]([C:18]([OH:20])=[O:19])[C:7]=2[CH:6]=[N:5]1)([CH3:3])[CH3:2]. (3) Reactant: [Cl:1][C:2]1[CH:7]=[CH:6][C:5]([NH:8][C:9](=[O:15])[C:10]([O:12]CC)=O)=[CH:4][C:3]=1[F:16].[CH3:17][C:18]1([CH3:27])[CH2:23][CH:22]([NH2:24])[CH2:21][C:20]([CH3:26])([CH3:25])[NH:19]1. Product: [CH3:17][C:18]1([CH3:27])[NH:19][C:20]([CH3:26])([CH3:25])[CH2:21][CH:22]([NH:24][C:10]([C:9]([NH:8][C:5]2[CH:6]=[CH:7][C:2]([Cl:1])=[C:3]([F:16])[CH:4]=2)=[O:15])=[O:12])[CH2:23]1. The catalyst class is: 14. (4) Reactant: [CH:1]1([CH2:4][NH:5][C:6]2[C:7]([S:25][CH3:26])=[N:8][N:9]3[C:14]([C:15]4[C:20]([CH3:21])=[CH:19][C:18]([CH3:22])=[CH:17][C:16]=4[O:23][CH3:24])=[CH:13][CH:12]=[CH:11][C:10]=23)[CH2:3][CH2:2]1.C([BH3-])#N.[Na+].C(=O)([O-])O.[Na+].C(O[C:39]1(O[Si](C)(C)C)[CH2:41][CH2:40]1)C. Product: [CH:39]1([N:5]([CH2:4][CH:1]2[CH2:2][CH2:3]2)[C:6]2[C:7]([S:25][CH3:26])=[N:8][N:9]3[C:14]([C:15]4[C:20]([CH3:21])=[CH:19][C:18]([CH3:22])=[CH:17][C:16]=4[O:23][CH3:24])=[CH:13][CH:12]=[CH:11][C:10]=23)[CH2:41][CH2:40]1. The catalyst class is: 130. (5) Reactant: [OH:1][C:2]1([CH:6]2[CH2:11][CH2:10][CH2:9][CH2:8][CH:7]2[NH:12][C:13](=[O:19])[O:14][C:15]([CH3:18])([CH3:17])[CH3:16])[CH2:5][NH:4][CH2:3]1.[F:20][C:21]1[C:22]([NH:31][C:32]2[CH:37]=[CH:36][C:35]([I:38])=[CH:34][C:33]=2[F:39])=[C:23]([CH:27]=[CH:28][C:29]=1[F:30])[C:24](F)=[O:25].C(N(CC)C(C)C)(C)C. Product: [C:15]([O:14][C:13](=[O:19])[NH:12][CH:7]1[CH2:8][CH2:9][CH2:10][CH2:11][CH:6]1[C:2]1([OH:1])[CH2:3][N:4]([C:24](=[O:25])[C:23]2[CH:27]=[CH:28][C:29]([F:30])=[C:21]([F:20])[C:22]=2[NH:31][C:32]2[CH:37]=[CH:36][C:35]([I:38])=[CH:34][C:33]=2[F:39])[CH2:5]1)([CH3:16])([CH3:18])[CH3:17]. The catalyst class is: 7. (6) Reactant: [CH3:1][N:2]1[C@@:6]2([CH2:14][C:13]3[C:8](=[CH:9][CH:10]=[C:11]([C:15](O)=[O:16])[CH:12]=3)[CH2:7]2)[C:5](=[O:18])[NH:4][C:3]1=[O:19].Cl.[NH2:21][C@H:22]1[CH2:27][C@@H:26]([C:28]2[CH:33]=[C:32]([F:34])[CH:31]=[C:30]([F:35])[C:29]=2[F:36])[C@@H:25]([CH3:37])[N:24]([CH2:38][C:39]([F:42])([F:41])[F:40])[C:23]1=[O:43].C1C=CC2N(O)N=NC=2C=1.C(Cl)CCl.C(N(CC)C(C)C)(C)C.C(=O)(O)[O-].[Na+]. Product: [NH4+:2].[OH-:16].[CH3:1][N:2]1[C@@:6]2([CH2:14][C:13]3[C:8](=[CH:9][CH:10]=[C:11]([C:15]([NH:21][C@H:22]4[CH2:27][C@@H:26]([C:28]5[CH:33]=[C:32]([F:34])[CH:31]=[C:30]([F:35])[C:29]=5[F:36])[C@@H:25]([CH3:37])[N:24]([CH2:38][C:39]([F:42])([F:41])[F:40])[C:23]4=[O:43])=[O:16])[CH:12]=3)[CH2:7]2)[C:5](=[O:18])[NH:4][C:3]1=[O:19]. The catalyst class is: 3. (7) Reactant: [OH:1][C:2]1[CH:14]=[CH:13][C:5]([O:6][CH:7]([CH3:12])[C:8]([NH:10][CH3:11])=[O:9])=[CH:4][CH:3]=1.Br[CH2:16][C:17]1[CH:24]=[CH:23][C:20]([C:21]#[N:22])=[CH:19][CH:18]=1.C(=O)([O-])[O-].[K+].[K+]. Product: [C:21]([C:20]1[CH:23]=[CH:24][C:17]([CH2:16][O:1][C:2]2[CH:3]=[CH:4][C:5]([O:6][CH:7]([CH3:12])[C:8]([NH:10][CH3:11])=[O:9])=[CH:13][CH:14]=2)=[CH:18][CH:19]=1)#[N:22]. The catalyst class is: 131.